The task is: Predict the reactants needed to synthesize the given product.. This data is from Full USPTO retrosynthesis dataset with 1.9M reactions from patents (1976-2016). (1) Given the product [CH:4]1[N:3]=[CH:2][N:1]2[CH2:7][CH2:8][N:9]([CH2:11][CH2:12][CH2:13][CH2:14][O:15][C:16]3[CH:25]=[C:24]4[C:19]([CH2:20][CH2:21][C:22](=[O:26])[NH:23]4)=[CH:18][CH:17]=3)[CH2:10][C:5]=12, predict the reactants needed to synthesize it. The reactants are: [N:1]1C2[CH2:7][CH2:8][N:9]([CH2:11][CH2:12][CH2:13][CH2:14][O:15][C:16]3[CH:25]=[C:24]4[C:19]([CH2:20][CH2:21][C:22](=[O:26])[NH:23]4)=[CH:18][CH:17]=3)[CH2:10][C:5]=2[CH:4]=[N:3][CH:2]=1.C1N=CN2CCNCC=12. (2) Given the product [CH3:27][O:28][C:29]1[CH:34]=[C:33]([C:2]2[N:3]=[C:4]3[C:9](=[CH:10][CH:11]=2)[N:8]=[CH:7][C:6]2[CH:12]=[CH:13][C:14](=[O:26])[N:15]([C:16]4[CH:21]=[CH:20][CH:19]=[C:18]([C:22]([F:23])([F:24])[F:25])[CH:17]=4)[C:5]3=2)[CH:32]=[N:31][CH:30]=1, predict the reactants needed to synthesize it. The reactants are: Cl[C:2]1[N:3]=[C:4]2[C:9](=[CH:10][CH:11]=1)[N:8]=[CH:7][C:6]1[CH:12]=[CH:13][C:14](=[O:26])[N:15]([C:16]3[CH:21]=[CH:20][CH:19]=[C:18]([C:22]([F:25])([F:24])[F:23])[CH:17]=3)[C:5]2=1.[CH3:27][O:28][C:29]1[CH:30]=[N:31][CH:32]=[C:33](B2OC(C)(C)C(C)(C)O2)[CH:34]=1.CC1(C)C(C)(C)OB(C2C=CC(N)=NC=2)O1. (3) Given the product [CH3:64][O:63][C:62]([NH:61][C@H:57]([C:56]([N:51]1[CH2:52][C@@H:53]([CH3:55])[CH2:54][C@H:50]1[C:48]1[NH:49][C:45]([C:30]2[CH:31]=[C:32]3[CH2:33][O:34][C:21]4[CH:20]=[C:19]5[C:24]([CH:25]=[CH:26][C:16]6[N:15]=[C:14]([C@@H:4]7[CH2:3][C@H:2]([CH3:1])[CH2:6][N:5]7[C:7]([O:9][C:10]([CH3:12])([CH3:11])[CH3:13])=[O:8])[NH:18][C:17]=65)=[CH:23][C:22]=4[C:27]3=[CH:28][CH:29]=2)=[CH:46][N:47]=1)=[O:66])[CH:58]([CH3:60])[CH3:59])=[O:65], predict the reactants needed to synthesize it. The reactants are: [CH3:1][C@@H:2]1[CH2:6][N:5]([C:7]([O:9][C:10]([CH3:13])([CH3:12])[CH3:11])=[O:8])[C@H:4]([C:14]2[NH:18][C:17]3[C:19]4[C:24]([CH:25]=[CH:26][C:16]=3[N:15]=2)=[CH:23][C:22]2[C:27]3[C:32]([CH2:33][O:34][C:21]=2[CH:20]=4)=[CH:31][C:30](B2OC(C)(C)C(C)(C)O2)=[CH:29][CH:28]=3)[CH2:3]1.I[C:45]1[NH:49][C:48]([C@@H:50]2[CH2:54][C@H:53]([CH3:55])[CH2:52][N:51]2[C:56](=[O:66])[C@@H:57]([NH:61][C:62](=[O:65])[O:63][CH3:64])[CH:58]([CH3:60])[CH3:59])=[N:47][CH:46]=1.C([O-])([O-])=O.[K+].[K+]. (4) Given the product [N:1]1[CH:6]=[CH:5][C:4]([N:7]2[CH2:16][CH2:15][C:10](=[O:11])[CH2:9][CH2:8]2)=[CH:3][CH:2]=1, predict the reactants needed to synthesize it. The reactants are: [N:1]1[CH:6]=[CH:5][C:4]([N:7]2[CH2:16][CH2:15][C:10]3(OCC[O:11]3)[CH2:9][CH2:8]2)=[CH:3][CH:2]=1.Cl.[OH-].[Na+]. (5) Given the product [CH3:20][O:19][C:16]1[CH:15]=[CH:14][C:13]([S:12][C:5]([CH3:11])([CH2:6][CH:7]=[C:8]([CH3:10])[CH3:9])[C:4]([OH:21])=[O:3])=[CH:18][CH:17]=1, predict the reactants needed to synthesize it. The reactants are: C([O:3][C:4](=[O:21])[C:5]([S:12][C:13]1[CH:18]=[CH:17][C:16]([O:19][CH3:20])=[CH:15][CH:14]=1)([CH3:11])[CH2:6][CH:7]=[C:8]([CH3:10])[CH3:9])C. (6) Given the product [C:19]1([C:26]2[CH:27]=[CH:28][CH:29]=[CH:30][CH:31]=2)[CH:24]=[CH:23][C:22]([O:1][CH2:2][CH2:3][CH2:4][C:5]2[C:13]3[C:8](=[CH:9][CH:10]=[CH:11][CH:12]=3)[NH:7][C:6]=2[C:14]([O:16][CH2:17][CH3:18])=[O:15])=[CH:21][CH:20]=1, predict the reactants needed to synthesize it. The reactants are: [OH:1][CH2:2][CH2:3][CH2:4][C:5]1[C:13]2[C:8](=[CH:9][CH:10]=[CH:11][CH:12]=2)[NH:7][C:6]=1[C:14]([O:16][CH2:17][CH3:18])=[O:15].[C:19]1([C:26]2[CH:31]=[CH:30][CH:29]=[CH:28][CH:27]=2)[CH:24]=[CH:23][C:22](O)=[CH:21][CH:20]=1.